Regression. Given a peptide amino acid sequence and an MHC pseudo amino acid sequence, predict their binding affinity value. This is MHC class I binding data. From a dataset of Peptide-MHC class I binding affinity with 185,985 pairs from IEDB/IMGT. (1) The peptide sequence is TQWCSRSVY. The MHC is HLA-B15:01 with pseudo-sequence HLA-B15:01. The binding affinity (normalized) is 0.589. (2) The peptide sequence is FPHCLAFSI. The MHC is HLA-B53:01 with pseudo-sequence HLA-B53:01. The binding affinity (normalized) is 0.877. (3) The peptide sequence is GLYLCVVYV. The MHC is HLA-A02:01 with pseudo-sequence HLA-A02:01. The binding affinity (normalized) is 0.643. (4) The binding affinity (normalized) is 0.0847. The peptide sequence is QLSLKMLSL. The MHC is HLA-A02:01 with pseudo-sequence HLA-A02:01. (5) The peptide sequence is KSPIYYFL. The MHC is H-2-Kb with pseudo-sequence H-2-Kb. The binding affinity (normalized) is 1.00. (6) The peptide sequence is NMAPEKVDF. The MHC is HLA-A01:01 with pseudo-sequence HLA-A01:01. The binding affinity (normalized) is 0.0847. (7) The peptide sequence is HLNIPIGFK. The MHC is HLA-A11:01 with pseudo-sequence HLA-A11:01. The binding affinity (normalized) is 0.976.